This data is from NCI-60 drug combinations with 297,098 pairs across 59 cell lines. The task is: Regression. Given two drug SMILES strings and cell line genomic features, predict the synergy score measuring deviation from expected non-interaction effect. Drug 1: C1=CN(C=N1)CC(O)(P(=O)(O)O)P(=O)(O)O. Drug 2: CC(C)CN1C=NC2=C1C3=CC=CC=C3N=C2N. Cell line: SW-620. Synergy scores: CSS=-1.22, Synergy_ZIP=0.912, Synergy_Bliss=1.30, Synergy_Loewe=-0.179, Synergy_HSA=-0.322.